From a dataset of Peptide-MHC class I binding affinity with 185,985 pairs from IEDB/IMGT. Regression. Given a peptide amino acid sequence and an MHC pseudo amino acid sequence, predict their binding affinity value. This is MHC class I binding data. The MHC is HLA-A31:01 with pseudo-sequence HLA-A31:01. The peptide sequence is EFCVDHPFIY. The binding affinity (normalized) is 0.0263.